This data is from Reaction yield outcomes from USPTO patents with 853,638 reactions. The task is: Predict the reaction yield, written as a fraction of the theoretical maximum amount of product (1.0 means a 100% yield; for example, 0.34 means a 34% yield). (1) The reactants are C1(P(C2CCCCC2)C2C=CC=CC=2C2C(OC)=CC=CC=2OC)CCCCC1.P([O-])([O-])([O-])=O.[K+].[K+].[K+].[CH3:38][O:39][C:40](=[O:50])[CH2:41][C:42]1[CH:47]=[CH:46][C:45](Cl)=[CH:44][C:43]=1[F:49].[CH2:51]([C:53]([C:76]1[CH:81]=[CH:80][C:79](B2OC(C)(C)C(C)(C)O2)=[C:78]([CH3:91])[CH:77]=1)([C:56]1[CH:61]=[CH:60][C:59]([C:62]#[C:63][C:64]2([O:70][Si:71]([CH3:74])([CH3:73])[CH3:72])[CH2:69][CH2:68][CH2:67][CH2:66][CH2:65]2)=[C:58]([CH3:75])[CH:57]=1)[CH2:54][CH3:55])[CH3:52]. The catalyst is O.C1(C)C=CC=CC=1.C([O-])(=O)C.[Pd+2].C([O-])(=O)C. The product is [CH3:38][O:39][C:40](=[O:50])[CH2:41][C:42]1[CH:47]=[CH:46][C:45]([C:79]2[CH:80]=[CH:81][C:76]([C:53]([CH2:54][CH3:55])([C:56]3[CH:61]=[CH:60][C:59]([C:62]#[C:63][C:64]4([O:70][Si:71]([CH3:73])([CH3:74])[CH3:72])[CH2:69][CH2:68][CH2:67][CH2:66][CH2:65]4)=[C:58]([CH3:75])[CH:57]=3)[CH2:51][CH3:52])=[CH:77][C:78]=2[CH3:91])=[CH:44][C:43]=1[F:49]. The yield is 0.770. (2) The reactants are [Cl:1][C:2]1[CH:10]=[C:6]([C:7]([OH:9])=O)[C:5]([OH:11])=[CH:4][CH:3]=1.[F:12][C:13]1[CH:14]=[C:15]([CH:17]=[C:18]([C:20]([F:23])([F:22])[F:21])[CH:19]=1)[NH2:16]. No catalyst specified. The product is [Cl:1][C:2]1[CH:3]=[CH:4][C:5]([OH:11])=[C:6]([CH:10]=1)[C:7]([NH:16][C:15]1[CH:17]=[C:18]([C:20]([F:21])([F:22])[F:23])[CH:19]=[C:13]([F:12])[CH:14]=1)=[O:9]. The yield is 0.620.